From a dataset of Forward reaction prediction with 1.9M reactions from USPTO patents (1976-2016). Predict the product of the given reaction. (1) Given the reactants [CH2:1]([O:3][C:4](=[O:13])[C:5](=O)[C:6]1[CH:11]=[CH:10][N:9]=[CH:8][CH:7]=1)[CH3:2].[O:14]1[C:18]([C:19]2[CH:24]=[CH:23][C:22]([NH:25][NH2:26])=[CH:21][CH:20]=2)=[CH:17][N:16]=[CH:15]1, predict the reaction product. The product is: [CH2:1]([O:3][C:4](=[O:13])[CH2:5][C:6]1[CH:11]=[CH:10][NH:9][C:8](=[N:26][NH:25][C:22]2[CH:21]=[CH:20][C:19]([C:18]3[O:14][CH:15]=[N:16][CH:17]=3)=[CH:24][CH:23]=2)[CH:7]=1)[CH3:2]. (2) Given the reactants [Cl:1][S:2]([OH:5])(=O)=[O:3].[Cl:6][C:7]1[CH:21]=[CH:20][C:10]([C:11]([NH:13][CH2:14][C:15]2[S:16][CH:17]=[CH:18][CH:19]=2)=[O:12])=[CH:9][CH:8]=1, predict the reaction product. The product is: [Cl:6][C:7]1[CH:8]=[CH:9][C:10]([C:11]([NH:13][CH2:14][C:15]2[S:16][C:17]([S:2]([Cl:1])(=[O:5])=[O:3])=[CH:18][CH:19]=2)=[O:12])=[CH:20][CH:21]=1. (3) Given the reactants [CH3:1]C(C)([O-])C.[K+].C1COCC1.[CH3:12][N:13]1[C:17]([N:18]2[CH2:24][C:23](=O)[CH2:22][C@@H:21]([NH:26][C:27](=[O:33])[O:28][C:29]([CH3:32])([CH3:31])[CH3:30])[CH2:20][CH2:19]2)=[C:16]([N+:34]([O-:36])=[O:35])[CH:15]=[N:14]1, predict the reaction product. The product is: [CH2:1]=[C:23]1[CH2:24][N:18]([C:17]2[N:13]([CH3:12])[N:14]=[CH:15][C:16]=2[N+:34]([O-:36])=[O:35])[CH2:19][CH2:20][C@H:21]([NH:26][C:27](=[O:33])[O:28][C:29]([CH3:32])([CH3:31])[CH3:30])[CH2:22]1.